Dataset: Catalyst prediction with 721,799 reactions and 888 catalyst types from USPTO. Task: Predict which catalyst facilitates the given reaction. (1) Reactant: [OH:1][C:2]1[CH:3]=[C:4]([C:11]2[CH:16]=[CH:15][C:14]([C:17]([F:20])([F:19])[F:18])=[CH:13][CH:12]=2)[CH:5]=[CH:6][C:7]=1[N+:8]([O-])=O. Product: [NH2:8][C:7]1[CH:6]=[CH:5][C:4]([C:11]2[CH:12]=[CH:13][C:14]([C:17]([F:18])([F:19])[F:20])=[CH:15][CH:16]=2)=[CH:3][C:2]=1[OH:1]. The catalyst class is: 183. (2) Reactant: [Cl:1][C:2]1[CH:3]=[C:4]([N:8]2[N:12]=[N:11][C:10]([CH:13]=O)=[N:9]2)[CH:5]=[CH:6][CH:7]=1.[CH2:15]([O:17][C:18]([N:20]1[CH2:25][CH2:24][NH:23][CH2:22][CH2:21]1)=[O:19])[CH3:16].C(O[BH-](OC(=O)C)OC(=O)C)(=O)C.[Na+].C(OCC)(=O)C. Product: [Cl:1][C:2]1[CH:3]=[C:4]([N:8]2[N:12]=[N:11][C:10]([CH2:13][N:23]3[CH2:22][CH2:21][N:20]([C:18]([O:17][CH2:15][CH3:16])=[O:19])[CH2:25][CH2:24]3)=[N:9]2)[CH:5]=[CH:6][CH:7]=1. The catalyst class is: 26. (3) Product: [Cl:37][C:36]1[CH:35]=[CH:34][CH:33]=[C:32]([Cl:38])[C:31]=1[CH2:30][C:6]1[C:5]2[N:39]=[CH:40][NH:41][C:4]=2[C:3]([C:1]([NH2:2])=[O:52])=[C:8]([NH:9][C:10]2[CH:15]=[CH:14][C:13]([N:16]3[CH2:17][CH2:18][NH:19][CH2:20][CH2:21]3)=[CH:12][C:11]=2[CH3:29])[N:7]=1. The catalyst class is: 65. Reactant: [C:1]([C:3]1[C:4]2[N:41](COCC[Si](C)(C)C)[CH:40]=[N:39][C:5]=2[C:6]([CH2:30][C:31]2[C:36]([Cl:37])=[CH:35][CH:34]=[CH:33][C:32]=2[Cl:38])=[N:7][C:8]=1[NH:9][C:10]1[CH:15]=[CH:14][C:13]([N:16]2[CH2:21][CH2:20][N:19](C(OC(C)(C)C)=O)[CH2:18][CH2:17]2)=[CH:12][C:11]=1[CH3:29])#[N:2].O.C(=O)(O)[O-:52].[Na+]. (4) Reactant: [C:1]([NH:11][C@@H:12]([C:16]([OH:18])=O)[CH:13]([CH3:15])[CH3:14])([O:3][CH2:4][C:5]1[CH:10]=[CH:9][CH:8]=[CH:7][CH:6]=1)=[O:2].CN1CCOCC1.[NH2:26][CH2:27][CH:28]([O:31][CH3:32])[O:29][CH3:30]. Product: [CH3:30][O:29][CH:28]([O:31][CH3:32])[CH2:27][NH:26][C:16](=[O:18])[C@H:12]([NH:11][C:1](=[O:2])[O:3][CH2:4][C:5]1[CH:6]=[CH:7][CH:8]=[CH:9][CH:10]=1)[CH:13]([CH3:14])[CH3:15]. The catalyst class is: 1. (5) Reactant: [NH3:1].[CH3:2][N:3]([CH3:19])[C:4]([C:6]1[CH:11]=[CH:10][C:9]([N+:12]([O-:14])=[O:13])=[CH:8][C:7]=1[S:15](Cl)(=[O:17])=[O:16])=[O:5]. Product: [CH3:2][N:3]([CH3:19])[C:4]([C:6]1[CH:11]=[CH:10][C:9]([N+:12]([O-:14])=[O:13])=[CH:8][C:7]=1[S:15]([NH2:1])(=[O:17])=[O:16])=[O:5]. The catalyst class is: 7. (6) The catalyst class is: 839. Product: [Cl:1][C:2]1[CH:3]=[C:4]([C:8]#[C:9][C:10]2([OH:17])[CH2:15][CH2:14][CH:13]([NH:18][C:19]3[CH:23]=[C:22]([CH3:24])[NH:21][N:20]=3)[CH2:12][CH2:11]2)[CH:5]=[CH:6][CH:7]=1. Reactant: [Cl:1][C:2]1[CH:3]=[C:4]([C:8]#[C:9][C:10]2([OH:17])[CH2:15][CH2:14][C:13](=O)[CH2:12][CH2:11]2)[CH:5]=[CH:6][CH:7]=1.[NH2:18][C:19]1[CH:23]=[C:22]([CH3:24])[NH:21][N:20]=1.C(O)(=O)C.C(O[BH-](OC(=O)C)OC(=O)C)(=O)C.[Na+].